This data is from Forward reaction prediction with 1.9M reactions from USPTO patents (1976-2016). The task is: Predict the product of the given reaction. (1) Given the reactants [CH2:1]([O:3][C:4]([C:6]1[N:7]([CH3:26])[C:8]([CH2:24][CH3:25])=[C:9]([C:22]#[N:23])[C:10]=1[C:11]1[CH:16]=[CH:15][C:14]([C:17]2[NH:21][N:20]=[N:19][N:18]=2)=[CH:13][CH:12]=1)=[O:5])[CH3:2].[H-].[Na+].[CH3:29]I, predict the reaction product. The product is: [CH2:1]([O:3][C:4]([C:6]1[N:7]([CH3:26])[C:8]([CH2:24][CH3:25])=[C:9]([C:22]#[N:23])[C:10]=1[C:11]1[CH:12]=[CH:13][C:14]([C:17]2[NH:18][N:19]([CH3:29])[NH:20][N:21]=2)=[CH:15][CH:16]=1)=[O:5])[CH3:2]. (2) Given the reactants CS[C:3]1[N:7]=[C:6]([CH:8]2[CH2:13][CH2:12][CH2:11][CH2:10][CH2:9]2)[S:5][N:4]=1.Cl[C:15]1C=C(C=CC=1)C(OO)=O.[S:25]([O-:28])(O)=[O:26].[Na+], predict the reaction product. The product is: [CH3:15][S:25]([C:3]1[N:7]=[C:6]([CH:8]2[CH2:9][CH2:10][CH2:11][CH2:12][CH2:13]2)[S:5][N:4]=1)(=[O:28])=[O:26]. (3) Given the reactants C([O:3][C:4](=[O:47])[CH:5]([C:10]1[CH:11]=[C:12]([C:37]2[CH:42]=[CH:41][C:40]([C:43]([F:46])([F:45])[F:44])=[CH:39][CH:38]=2)[CH:13]=[C:14]([CH:16]2[CH2:21][CH2:20][CH2:19][CH:18]([C:22]([F:25])([F:24])[F:23])[N:17]2[CH2:26][C:27]2[CH:32]=[CH:31][C:30]([C:33]([F:36])([F:35])[F:34])=[CH:29][CH:28]=2)[CH:15]=1)[CH2:6][CH:7]([CH3:9])[CH3:8])C.[OH-].[K+], predict the reaction product. The product is: [CH3:8][CH:7]([CH3:9])[CH2:6][CH:5]([C:10]1[CH:11]=[C:12]([C:37]2[CH:38]=[CH:39][C:40]([C:43]([F:46])([F:44])[F:45])=[CH:41][CH:42]=2)[CH:13]=[C:14]([CH:16]2[CH2:21][CH2:20][CH2:19][CH:18]([C:22]([F:23])([F:24])[F:25])[N:17]2[CH2:26][C:27]2[CH:32]=[CH:31][C:30]([C:33]([F:34])([F:35])[F:36])=[CH:29][CH:28]=2)[CH:15]=1)[C:4]([OH:47])=[O:3]. (4) Given the reactants [CH:1]1([CH2:4][N:5]2[CH2:30][CH2:29][C@:12]34[C:13]5[C:14]6[O:28][C@H:11]3[C:10](OC)([O:31]C)[CH2:9][CH2:8][C@@:7]4([O:35][CH2:36][CH:37]3[CH2:39][CH2:38]3)[C@H:6]2[CH2:19][C:18]=5[CH:17]=[CH:16][C:15]=6[O:20]CC2C=CC=CC=2)[CH2:3][CH2:2]1.C([O-])(O)=O.[Na+], predict the reaction product. The product is: [CH:1]1([CH2:4][N:5]2[CH2:30][CH2:29][C@:12]34[C:13]5[C:14]6[O:28][C@H:11]3[C:10](=[O:31])[CH2:9][CH2:8][C@@:7]4([O:35][CH2:36][CH:37]3[CH2:39][CH2:38]3)[C@H:6]2[CH2:19][C:18]=5[CH:17]=[CH:16][C:15]=6[OH:20])[CH2:3][CH2:2]1. (5) Given the reactants [CH:1]1([C:4]2([CH:18]3[CH2:20][CH2:19]3)[C:9]3[CH:10]=[C:11](B(O)O)[CH:12]=[CH:13][C:8]=3[NH:7][C:6](=[O:17])[O:5]2)[CH2:3][CH2:2]1.[Br:21][C:22]1[CH:27]=[C:26]([F:28])[CH:25]=[C:24](Br)[CH:23]=1, predict the reaction product. The product is: [Br:21][C:22]1[CH:23]=[C:24]([C:11]2[CH:12]=[CH:13][C:8]3[NH:7][C:6](=[O:17])[O:5][C:4]([CH:18]4[CH2:20][CH2:19]4)([CH:1]4[CH2:3][CH2:2]4)[C:9]=3[CH:10]=2)[CH:25]=[C:26]([F:28])[CH:27]=1. (6) Given the reactants [NH2:1][C:2]1[C:3]([F:16])=[C:4]([NH:9][S:10]([CH2:13][CH2:14][CH3:15])(=[O:12])=[O:11])[CH:5]=[CH:6][C:7]=1[F:8].S([O-])([O-])(=O)=O.[Mg+2].N1C=CC=CC=1.[Cl:29][C:30]1[C:39]2[C:34](=[C:35]([C:40](Cl)=[O:41])[CH:36]=[CH:37][CH:38]=2)[N:33]=[CH:32][N:31]=1, predict the reaction product. The product is: [Cl:29][C:30]1[C:39]2[C:34](=[C:35]([C:40]([NH:1][C:2]3[C:7]([F:8])=[CH:6][CH:5]=[C:4]([NH:9][S:10]([CH2:13][CH2:14][CH3:15])(=[O:12])=[O:11])[C:3]=3[F:16])=[O:41])[CH:36]=[CH:37][CH:38]=2)[N:33]=[CH:32][N:31]=1. (7) Given the reactants [C:1]([O:5][C:6]([N:8]1[CH2:16][C:15]2[C:10](=[CH:11][CH:12]=[C:13]([OH:17])[CH:14]=2)[CH2:9]1)=[O:7])([CH3:4])([CH3:3])[CH3:2].C(=O)([O-])[O-].[K+].[K+].Cl[C:25]([F:32])([F:31])C(OCC)=O, predict the reaction product. The product is: [C:1]([O:5][C:6]([N:8]1[CH2:16][C:15]2[C:10](=[CH:11][CH:12]=[C:13]([O:17][CH:25]([F:32])[F:31])[CH:14]=2)[CH2:9]1)=[O:7])([CH3:4])([CH3:2])[CH3:3].